Dataset: Reaction yield outcomes from USPTO patents with 853,638 reactions. Task: Predict the reaction yield, written as a fraction of the theoretical maximum amount of product (1.0 means a 100% yield; for example, 0.34 means a 34% yield). (1) The catalyst is CO. The product is [CH2:26]([C:23]1[CH:24]=[CH:25][C:20]([O:19][C@@H:17]([CH3:18])[CH2:16][CH2:15][O:14][C:11]2[CH:12]=[CH:13][C:8]([CH2:7][CH2:6][C:5]([OH:35])=[O:4])=[C:9]([CH3:34])[CH:10]=2)=[C:21]([C:28]2[CH:33]=[CH:32][CH:31]=[CH:30][N:29]=2)[CH:22]=1)[CH3:27]. The yield is 0.950. The reactants are [OH-].[Na+].C[O:4][C:5](=[O:35])[CH2:6][CH2:7][C:8]1[CH:13]=[CH:12][C:11]([O:14][CH2:15][CH2:16][C@@H:17]([O:19][C:20]2[CH:25]=[CH:24][C:23]([CH2:26][CH3:27])=[CH:22][C:21]=2[C:28]2[CH:33]=[CH:32][CH:31]=[CH:30][N:29]=2)[CH3:18])=[CH:10][C:9]=1[CH3:34].Cl. (2) The reactants are [NH2:1][C:2]1[CH:10]=[CH:9][CH:8]=[C:7]([Br:11])[C:3]=1[C:4](O)=[O:5].Cl.CN.[CH2:15]([N:17](CC)CC)C.Cl.CN(C)CCCN=C=NCC.ON1C2C=CC=CC=2N=N1. The catalyst is CN(C=O)C.C(OCC)(=O)C. The product is [NH2:1][C:2]1[CH:10]=[CH:9][CH:8]=[C:7]([Br:11])[C:3]=1[C:4]([NH:17][CH3:15])=[O:5]. The yield is 0.460. (3) The reactants are Cl.Cl.[NH2:3][CH:4]([C:16]1[CH:21]=[CH:20][CH:19]=[CH:18][CH:17]=1)[C:5]([O:7][C@@H:8]1[CH:13]2[CH2:14][CH2:15][N:10]([CH2:11][CH2:12]2)[CH2:9]1)=[O:6].C(N(CC)CC)C.[C:29](Cl)(=[O:32])[O:30][CH3:31]. The catalyst is C(Cl)Cl. The product is [CH3:31][O:30][C:29]([NH:3][CH:4]([C:16]1[CH:21]=[CH:20][CH:19]=[CH:18][CH:17]=1)[C:5]([O:7][C@@H:8]1[CH:13]2[CH2:12][CH2:11][N:10]([CH2:15][CH2:14]2)[CH2:9]1)=[O:6])=[O:32]. The yield is 0.400. (4) The reactants are [ClH:1].[NH2:2][C:3]1[CH:8]=[CH:7][C:6]([NH:9][C:10]([NH2:12])=[NH:11])=[CH:5][C:4]=1[N+:13]([O-])=O.O1CCCC1. The catalyst is [Pd].CO. The product is [ClH:1].[NH2:13][C:4]1[CH:5]=[C:6]([NH:9][C:10]([NH2:12])=[NH:11])[CH:7]=[CH:8][C:3]=1[NH2:2]. The yield is 0.980. (5) The reactants are C(Cl)(=O)[C:2](Cl)=[O:3].[NH2:7][C:8]1[N:16]=[CH:15][C:14]([Br:17])=[CH:13][C:9]=1[C:10]([NH2:12])=[O:11]. The catalyst is C1(C)C=CC=CC=1. The product is [Br:17][C:14]1[CH:15]=[N:16][C:8]2[NH:7][C:2](=[O:3])[NH:12][C:10](=[O:11])[C:9]=2[CH:13]=1. The yield is 0.770. (6) The reactants are [CH:1]1([C:6]2[N:11]=[C:10]([CH2:12][C:13]3[CH:18]=[CH:17][C:16]([CH2:19][C:20](O)=[O:21])=[CH:15][CH:14]=3)[CH:9]=[C:8]([C:23]([F:26])([F:25])[F:24])[N:7]=2)[CH2:5][CH2:4][CH2:3][CH2:2]1.C(Cl)CCl.C1C=CC2N(O)N=[N:37]C=2C=1.N.CO. The catalyst is CN(C=O)C.C(OCC)(=O)C. The product is [CH:1]1([C:6]2[N:11]=[C:10]([CH2:12][C:13]3[CH:14]=[CH:15][C:16]([CH2:19][C:20]([NH2:37])=[O:21])=[CH:17][CH:18]=3)[CH:9]=[C:8]([C:23]([F:26])([F:24])[F:25])[N:7]=2)[CH2:2][CH2:3][CH2:4][CH2:5]1. The yield is 0.790.